This data is from Full USPTO retrosynthesis dataset with 1.9M reactions from patents (1976-2016). The task is: Predict the reactants needed to synthesize the given product. Given the product [CH2:11]([C:4]1[S:3][C:2]2[NH:1][C:17](=[O:23])[N:41]([CH2:40][CH2:39][CH2:38][C:32]3[CH:37]=[CH:36][CH:35]=[CH:34][CH:33]=3)[C:7](=[O:9])[C:6]=2[CH:5]=1)[CH3:12], predict the reactants needed to synthesize it. The reactants are: [NH2:1][C:2]1[S:3][C:4]([CH2:11][CH3:12])=[CH:5][C:6]=1[C:7]([O:9]C)=O.ClC(Cl)(O[C:17](=[O:23])OC(Cl)(Cl)Cl)Cl.C(N(CC)CC)C.[C:32]1([CH2:38][CH2:39][CH2:40][NH2:41])[CH:37]=[CH:36][CH:35]=[CH:34][CH:33]=1.